This data is from Forward reaction prediction with 1.9M reactions from USPTO patents (1976-2016). The task is: Predict the product of the given reaction. Given the reactants [Br:1][C:2]1[CH:3]=[CH:4][C:5]([NH:8][C:9](=[O:11])[CH3:10])=[N:6][CH:7]=1.Cl[C:13](C(O[Na])=O)([F:15])[F:14].C1OCCOCCOCCOCCOCCOC1, predict the reaction product. The product is: [Br:1][C:2]1[CH:3]=[CH:4]/[C:5](=[N:8]\[C:9](=[O:11])[CH3:10])/[N:6]([CH:13]([F:15])[F:14])[CH:7]=1.